Dataset: NCI-60 drug combinations with 297,098 pairs across 59 cell lines. Task: Regression. Given two drug SMILES strings and cell line genomic features, predict the synergy score measuring deviation from expected non-interaction effect. (1) Drug 1: CN(C)C1=NC(=NC(=N1)N(C)C)N(C)C. Drug 2: CCCCCOC(=O)NC1=NC(=O)N(C=C1F)C2C(C(C(O2)C)O)O. Cell line: HCC-2998. Synergy scores: CSS=4.72, Synergy_ZIP=0.312, Synergy_Bliss=2.27, Synergy_Loewe=-6.59, Synergy_HSA=-2.14. (2) Drug 1: CC(C)(C#N)C1=CC(=CC(=C1)CN2C=NC=N2)C(C)(C)C#N. Drug 2: CC1CCC2CC(C(=CC=CC=CC(CC(C(=O)C(C(C(=CC(C(=O)CC(OC(=O)C3CCCCN3C(=O)C(=O)C1(O2)O)C(C)CC4CCC(C(C4)OC)O)C)C)O)OC)C)C)C)OC. Cell line: DU-145. Synergy scores: CSS=9.75, Synergy_ZIP=-1.22, Synergy_Bliss=-5.25, Synergy_Loewe=-0.982, Synergy_HSA=-1.02. (3) Drug 1: C1CN1C2=NC(=NC(=N2)N3CC3)N4CC4. Drug 2: C1=CC=C(C(=C1)C(C2=CC=C(C=C2)Cl)C(Cl)Cl)Cl. Cell line: MDA-MB-231. Synergy scores: CSS=18.7, Synergy_ZIP=-5.87, Synergy_Bliss=0.782, Synergy_Loewe=-11.5, Synergy_HSA=-0.0914. (4) Drug 1: CNC(=O)C1=CC=CC=C1SC2=CC3=C(C=C2)C(=NN3)C=CC4=CC=CC=N4. Drug 2: C(CN)CNCCSP(=O)(O)O. Cell line: IGROV1. Synergy scores: CSS=-4.33, Synergy_ZIP=0.299, Synergy_Bliss=-2.56, Synergy_Loewe=-4.33, Synergy_HSA=-3.32. (5) Drug 1: COC1=NC(=NC2=C1N=CN2C3C(C(C(O3)CO)O)O)N. Cell line: OVCAR3. Synergy scores: CSS=-5.28, Synergy_ZIP=4.66, Synergy_Bliss=0.839, Synergy_Loewe=-7.70, Synergy_HSA=-7.14. Drug 2: C(CCl)NC(=O)N(CCCl)N=O. (6) Drug 1: COC1=NC(=NC2=C1N=CN2C3C(C(C(O3)CO)O)O)N. Drug 2: C1CN1C2=NC(=NC(=N2)N3CC3)N4CC4. Cell line: ACHN. Synergy scores: CSS=52.6, Synergy_ZIP=2.49, Synergy_Bliss=4.17, Synergy_Loewe=-31.7, Synergy_HSA=2.74. (7) Drug 1: CS(=O)(=O)CCNCC1=CC=C(O1)C2=CC3=C(C=C2)N=CN=C3NC4=CC(=C(C=C4)OCC5=CC(=CC=C5)F)Cl. Drug 2: C(CN)CNCCSP(=O)(O)O. Cell line: HOP-92. Synergy scores: CSS=14.6, Synergy_ZIP=-1.60, Synergy_Bliss=3.61, Synergy_Loewe=-3.31, Synergy_HSA=0.194. (8) Drug 1: COC1=CC(=CC(=C1O)OC)C2C3C(COC3=O)C(C4=CC5=C(C=C24)OCO5)OC6C(C(C7C(O6)COC(O7)C8=CC=CS8)O)O. Drug 2: CCCCCOC(=O)NC1=NC(=O)N(C=C1F)C2C(C(C(O2)C)O)O. Cell line: ACHN. Synergy scores: CSS=59.2, Synergy_ZIP=-1.44, Synergy_Bliss=-0.577, Synergy_Loewe=-61.6, Synergy_HSA=-1.18. (9) Drug 1: C1=CC(=C2C(=C1NCCNCCO)C(=O)C3=C(C=CC(=C3C2=O)O)O)NCCNCCO. Drug 2: CCCCC(=O)OCC(=O)C1(CC(C2=C(C1)C(=C3C(=C2O)C(=O)C4=C(C3=O)C=CC=C4OC)O)OC5CC(C(C(O5)C)O)NC(=O)C(F)(F)F)O. Cell line: HOP-92. Synergy scores: CSS=33.8, Synergy_ZIP=-1.55, Synergy_Bliss=-2.71, Synergy_Loewe=-3.61, Synergy_HSA=-0.643.